This data is from Full USPTO retrosynthesis dataset with 1.9M reactions from patents (1976-2016). The task is: Predict the reactants needed to synthesize the given product. (1) Given the product [CH3:13][O:12][C:9]1[C:8](=[O:14])[N:7]([CH3:15])[C:6]2[N:5]=[CH:4][N:3]=[C:2]([N:16]3[CH2:21][CH2:20][C:19]4([C:29]5[C:24](=[CH:25][CH:26]=[CH:27][CH:28]=5)[NH:23][C:22]4=[O:30])[CH2:18][CH2:17]3)[C:11]=2[N:10]=1, predict the reactants needed to synthesize it. The reactants are: Cl[C:2]1[C:11]2[N:10]=[C:9]([O:12][CH3:13])[C:8](=[O:14])[N:7]([CH3:15])[C:6]=2[N:5]=[CH:4][N:3]=1.[NH:16]1[CH2:21][CH2:20][C:19]2([C:29]3[C:24](=[CH:25][CH:26]=[CH:27][CH:28]=3)[NH:23][C:22]2=[O:30])[CH2:18][CH2:17]1.C(N(CC)CC)C. (2) The reactants are: [NH:1]1[CH:5]=[C:4]([CH2:6][C:7]([OH:9])=[O:8])[N:3]=[CH:2]1.S(Cl)([Cl:12])=O.[CH3:14]O. Given the product [ClH:12].[NH:1]1[CH:5]=[C:4]([CH2:6][C:7]([O:9][CH3:14])=[O:8])[N:3]=[CH:2]1, predict the reactants needed to synthesize it.